From a dataset of Peptide-MHC class I binding affinity with 185,985 pairs from IEDB/IMGT. Regression. Given a peptide amino acid sequence and an MHC pseudo amino acid sequence, predict their binding affinity value. This is MHC class I binding data. The peptide sequence is SPFLPLLPI. The MHC is Patr-A0301 with pseudo-sequence Patr-A0301. The binding affinity (normalized) is 0.